This data is from Forward reaction prediction with 1.9M reactions from USPTO patents (1976-2016). The task is: Predict the product of the given reaction. (1) Given the reactants O=[O+][O-].[O:4]=O.[C:6]([O:10][C:11]([NH:13][C@@H:14]([CH2:22][C:23]1[CH:28]=[CH:27][CH:26]=[CH:25][CH:24]=1)[C@@H:15]([O:18][C:19](=[O:21])[CH3:20])[CH:16]=C)=[O:12])([CH3:9])([CH3:8])[CH3:7].O=O.S(C)C, predict the reaction product. The product is: [C:6]([O:10][C:11]([NH:13][C@@H:14]([CH2:22][C:23]1[CH:24]=[CH:25][CH:26]=[CH:27][CH:28]=1)[C@@H:15]([O:18][C:19](=[O:21])[CH3:20])[CH:16]=[O:4])=[O:12])([CH3:7])([CH3:8])[CH3:9]. (2) Given the reactants [C:1]1([N:7]2[C:11]([NH2:12])=[C:10]3[CH2:13][S:14][CH2:15][C:9]3=[N:8]2)[CH:6]=[CH:5][CH:4]=[CH:3][CH:2]=1.[CH3:16][C:17]1[CH:22]=[CH:21][C:20]([N:23]=[C:24]=[O:25])=[CH:19][CH:18]=1, predict the reaction product. The product is: [CH3:16][C:17]1[CH:22]=[CH:21][C:20]([NH:23][C:24]([NH:12][C:11]2[N:7]([C:1]3[CH:2]=[CH:3][CH:4]=[CH:5][CH:6]=3)[N:8]=[C:9]3[CH2:15][S:14][CH2:13][C:10]=23)=[O:25])=[CH:19][CH:18]=1. (3) The product is: [Cl:39][C:40]1[CH:41]=[CH:42][C:43]([C:46]2[C:47]([CH2:55][O:56][C:57]3[CH:62]=[CH:61][C:60]([CH2:63][CH2:64][C:65]([OH:67])=[O:66])=[C:59]([F:70])[C:58]=3[F:71])=[C:48]([C:51]([F:54])([F:53])[F:52])[S:49][CH:50]=2)=[CH:44][CH:45]=1. Given the reactants CS(OCC1C(C2C=CC(Cl)=CC=2)=CSC=1C(F)(F)F)(=O)=O.FC1C(F)=C(O)C=CC=1CCC(OCC)=O.[Cl:39][C:40]1[CH:45]=[CH:44][C:43]([C:46]2[C:47]([CH2:55][O:56][C:57]3[CH:62]=[CH:61][C:60]([CH2:63][CH2:64][C:65]([O:67]CC)=[O:66])=[C:59]([F:70])[C:58]=3[F:71])=[C:48]([C:51]([F:54])([F:53])[F:52])[S:49][CH:50]=2)=[CH:42][CH:41]=1, predict the reaction product.